This data is from Reaction yield outcomes from USPTO patents with 853,638 reactions. The task is: Predict the reaction yield, written as a fraction of the theoretical maximum amount of product (1.0 means a 100% yield; for example, 0.34 means a 34% yield). (1) The reactants are FC(F)(F)S(O[C:7]1[C:12]([CH3:13])=[CH:11][C:10]([N+:14]([O-:16])=[O:15])=[CH:9][C:8]=1[CH3:17])(=O)=O.O.[Br-:21].[Li+]. The catalyst is CN(C)C=O.[Cl-].[NH4+]. The product is [Br:21][C:7]1[C:12]([CH3:13])=[CH:11][C:10]([N+:14]([O-:16])=[O:15])=[CH:9][C:8]=1[CH3:17]. The yield is 0.690. (2) The reactants are C[O:2][C:3]([C:5]1[CH:6]=[CH:7][C:8]2[O:17][CH2:16][CH2:15][C:14]3[N:10]([N:11]=[C:12]([C:18]4[N:19]([CH2:23][C:24]([F:27])([F:26])[F:25])[N:20]=[CH:21][N:22]=4)[CH:13]=3)[C:9]=2[CH:28]=1)=O.CC(C[AlH]CC(C)C)C.C(C(C(C([O-])=O)O)O)([O-])=O.[K+].[Na+]. The catalyst is C1COCC1.CO. The product is [F:26][C:24]([F:25])([F:27])[CH2:23][N:19]1[C:18]([C:12]2[CH:13]=[C:14]3[N:10]([N:11]=2)[C:9]2[CH:28]=[C:5]([CH2:3][OH:2])[CH:6]=[CH:7][C:8]=2[O:17][CH2:16][CH2:15]3)=[N:22][CH:21]=[N:20]1. The yield is 1.00. (3) The reactants are [ClH:1].Cl.[C:3]1([NH2:11])[C:4]([NH2:10])=[CH:5][C:6]([NH2:9])=[CH:7][CH:8]=1.[OH:12][C:13]1[CH:18]=[CH:17][C:16]([C:19]([C:21]([C:23]2[CH:28]=[CH:27][C:26]([OH:29])=[CH:25][CH:24]=2)=O)=O)=[CH:15][CH:14]=1. The catalyst is O1CCOCC1.O. The product is [ClH:1].[ClH:1].[OH:12][C:13]1[CH:14]=[CH:15][C:16]([C:19]2[C:21]([C:23]3[CH:24]=[CH:25][C:26]([OH:29])=[CH:27][CH:28]=3)=[N:10][C:4]3[C:3](=[CH:8][CH:7]=[C:6]([NH2:9])[CH:5]=3)[N:11]=2)=[CH:17][CH:18]=1. The yield is 0.837. (4) The yield is 0.940. The product is [CH:1]([C:4]1[CH:5]=[CH:6][C:7]([CH2:8][O:9][C:10]([N:12]2[CH2:17][CH2:16][CH2:15][CH:14]([C:18]3[CH:23]=[CH:22][CH:21]=[C:20]([O:24][C:25]([C:28]([OH:30])=[O:29])([CH3:27])[CH3:26])[CH:19]=3)[CH2:13]2)=[O:11])=[CH:38][CH:39]=1)([CH3:3])[CH3:2]. The reactants are [CH:1]([C:4]1[CH:39]=[CH:38][C:7]([CH2:8][O:9][C:10]([N:12]2[CH2:17][CH2:16][CH2:15][CH:14]([C:18]3[CH:23]=[CH:22][CH:21]=[C:20]([O:24][C:25]([C:28]([O:30]CC4C=CC=CC=4)=[O:29])([CH3:27])[CH3:26])[CH:19]=3)[CH2:13]2)=[O:11])=[CH:6][CH:5]=1)([CH3:3])[CH3:2].C(=O)([O-])[O-].[K+].[K+].CO. The catalyst is O. (5) The catalyst is C1COCC1. The yield is 0.930. The reactants are [C:1]([O:4][CH2:5][C@@:6]1([C:28]#[CH:29])[O:10][C@@H:9]([N:11]2[CH:19]=[C:17]([CH3:18])[C:15](=[O:16])[NH:14][C:12]2=[O:13])[CH2:8][C@H:7]1[O:20][Si](C(C)(C)C)(C)C)(=[O:3])[CH3:2].[F-].C([N+](CCCC)(CCCC)CCCC)CCC. The product is [C:1]([O:4][CH2:5][C@@:6]1([C:28]#[CH:29])[O:10][C@@H:9]([N:11]2[CH:19]=[C:17]([CH3:18])[C:15](=[O:16])[NH:14][C:12]2=[O:13])[CH2:8][C@H:7]1[OH:20])(=[O:3])[CH3:2]. (6) The reactants are C(O[C:4]([C@H:6]1[C@@H:11]([N:12]([C:21](=[O:35])[CH2:22][C:23]2[NH:28][C:27]3[CH:29]=[CH:30][CH:31]=[CH:32][C:26]=3[S:25](=[O:34])(=[O:33])[N:24]=2)[CH2:13][C:14]2[CH:19]=[CH:18][C:17]([F:20])=[CH:16][CH:15]=2)[C@H:10]2[CH2:36][C@@H:7]1[CH2:8][CH2:9]2)=[O:5])C.[O-]CC.[Na+].Cl. The catalyst is C(O)C. The product is [O:34]=[S:25]1(=[O:33])[C:26]2[CH:32]=[CH:31][CH:30]=[CH:29][C:27]=2[N:28]=[C:23]([C:22]2[C:21](=[O:35])[N:12]([CH2:13][C:14]3[CH:19]=[CH:18][C:17]([F:20])=[CH:16][CH:15]=3)[C@@H:11]3[C@H:6]([C:4]=2[OH:5])[C@@H:7]2[CH2:36][C@H:10]3[CH2:9][CH2:8]2)[NH:24]1. The yield is 0.621.